From a dataset of Catalyst prediction with 721,799 reactions and 888 catalyst types from USPTO. Predict which catalyst facilitates the given reaction. (1) Reactant: [NH:1]1[C:5]2[CH:6]=[C:7]([C:10]3[O:14][C:13]([SH:15])=[N:12][N:11]=3)[CH:8]=[CH:9][C:4]=2[N:3]=[CH:2]1.[F:16][C:17]1[C:22]([CH2:23]Br)=[C:21]([F:25])[C:20]([F:26])=[C:19]([F:27])[C:18]=1[F:28]. Product: [F:16][C:17]1[C:22]([CH2:23][S:15][C:13]2[O:14][C:10]([C:7]3[CH:8]=[CH:9][C:4]4[NH:3][CH:2]=[N:1][C:5]=4[CH:6]=3)=[N:11][N:12]=2)=[C:21]([F:25])[C:20]([F:26])=[C:19]([F:27])[C:18]=1[F:28]. The catalyst class is: 14. (2) Product: [CH2:22]([O:21][P:19]([CH2:18][S:17][CH:12]([CH2:13][C:14](=[O:15])[NH:29][CH3:28])[C:11]([N:6]1[CH2:7][CH2:8][CH2:9][CH2:10][CH:5]1[C:3]([OH:2])=[O:4])=[O:27])([O:24][CH2:25][CH3:26])=[O:20])[CH3:23]. Reactant: C[O:2][C:3]([CH:5]1[CH2:10][CH2:9][CH2:8][CH2:7][N:6]1[C:11](=[O:27])[CH:12]([S:17][CH2:18][P:19]([O:24][CH2:25][CH3:26])([O:21][CH2:22][CH3:23])=[O:20])[CH2:13][C:14](O)=[O:15])=[O:4].[CH3:28][NH2:29].C[NH-].[Li+].[OH-]. The catalyst class is: 20. (3) Product: [C:1]([O:5][C:6]([N:8]1[CH2:13][CH2:12][CH:11]([N:19]2[CH2:20][CH2:21][CH:16]([OH:15])[CH2:17][CH2:18]2)[CH2:10][CH2:9]1)=[O:7])([CH3:4])([CH3:3])[CH3:2]. Reactant: [C:1]([O:5][C:6]([N:8]1[CH2:13][CH2:12][C:11](=O)[CH2:10][CH2:9]1)=[O:7])([CH3:4])([CH3:3])[CH3:2].[OH:15][CH:16]1[CH2:21][CH2:20][NH:19][CH2:18][CH2:17]1.C(O)(=O)C.C(O[BH-](OC(=O)C)OC(=O)C)(=O)C.[Na+]. The catalyst class is: 7. (4) Product: [Cl:1][C:2]1[CH:3]=[CH:4][C:5]([NH:12][C:13]2[CH:14]=[C:15]3[C:19](=[CH:20][CH:21]=2)[N:18]([CH2:22][C:23]2[CH:28]=[CH:27][CH:26]=[C:25]([O:29][CH2:38][C:39]4[CH:44]=[CH:43][CH:42]=[CH:41][N:40]=4)[CH:24]=2)[CH:17]=[CH:16]3)=[C:6]([CH:11]=1)[C:7]([O:9][CH3:10])=[O:8]. The catalyst class is: 395. Reactant: [Cl:1][C:2]1[CH:3]=[CH:4][C:5]([NH:12][C:13]2[CH:14]=[C:15]3[C:19](=[CH:20][CH:21]=2)[N:18]([CH2:22][C:23]2[CH:28]=[CH:27][CH:26]=[C:25]([OH:29])[CH:24]=2)[CH:17]=[CH:16]3)=[C:6]([CH:11]=1)[C:7]([O:9][CH3:10])=[O:8].C(=O)([O-])[O-].[K+].[K+].Cl.Cl[CH2:38][C:39]1[CH:44]=[CH:43][CH:42]=[CH:41][N:40]=1.C(OCC)(=O)C. (5) Reactant: [CH:1]1([NH:4][C:5]2[C:10]([C:11]([O:13][CH2:14][CH3:15])=[O:12])=[CH:9][N:8]=[C:7](SC)[N:6]=2)[CH2:3][CH2:2]1.C1C=C(Cl)C=C(C(OO)=O)C=1.[NH:29]1[CH2:34][CH2:33][O:32][CH2:31][CH2:30]1. Product: [CH:1]1([NH:4][C:5]2[C:10]([C:11]([O:13][CH2:14][CH3:15])=[O:12])=[CH:9][N:8]=[C:7]([N:29]3[CH2:34][CH2:33][O:32][CH2:31][CH2:30]3)[N:6]=2)[CH2:3][CH2:2]1. The catalyst class is: 2. (6) Reactant: [C:1]([CH2:3][CH2:4][NH:5][C:6]([C:8]1[C:12]([NH:13][C:14]([C:16]2[CH:21]=[CH:20][CH:19]=[C:18]([CH3:22])[N:17]=2)=[O:15])=[CH:11][N:10](C2CCCCO2)[N:9]=1)=[O:7])#[N:2].O.C1(C)C=CC(S(O)(=O)=O)=CC=1. Product: [C:1]([CH2:3][CH2:4][NH:5][C:6]([C:8]1[C:12]([NH:13][C:14]([C:16]2[CH:21]=[CH:20][CH:19]=[C:18]([CH3:22])[N:17]=2)=[O:15])=[CH:11][NH:10][N:9]=1)=[O:7])#[N:2]. The catalyst class is: 8. (7) Reactant: [CH3:1][C:2]1[N:3]=[C:4]([NH:7][C:8]2[CH:13]=[C:12]([O:14][CH:15]3[CH2:20][CH2:19][N:18](C(OC(C)(C)C)=O)[CH2:17][CH2:16]3)[CH:11]=[CH:10][N:9]=2)[S:5][CH:6]=1.[F:28][C:29]([F:34])([F:33])[C:30]([OH:32])=[O:31]. Product: [OH:32][C:30]([C:29]([F:34])([F:33])[F:28])=[O:31].[CH3:1][C:2]1[N:3]=[C:4]([NH:7][C:8]2[CH:13]=[C:12]([O:14][CH:15]3[CH2:20][CH2:19][NH:18][CH2:17][CH2:16]3)[CH:11]=[CH:10][N:9]=2)[S:5][CH:6]=1. The catalyst class is: 4. (8) Reactant: [OH:1]O.[OH-].[Na+].[Si:5]([O:12][C@@H:13]1[CH2:17][C:16](=[O:18])[CH:15]=[CH:14]1)([C:8]([CH3:11])([CH3:10])[CH3:9])([CH3:7])[CH3:6]. Product: [Si:5]([O:12][CH:13]1[CH:17]2[C@@H:16]([O:18]2)[C:15](=[O:1])[CH2:14]1)([C:8]([CH3:11])([CH3:10])[CH3:9])([CH3:7])[CH3:6]. The catalyst class is: 5. (9) The catalyst class is: 1. Reactant: [Cl:1][C:2]1[CH:3]=[C:4]2[C:8](=[CH:9][CH:10]=1)[NH:7][CH:6]=[C:5]2[CH2:11][CH2:12][NH:13][C:14](=[O:23])[C:15]1[CH:20]=[CH:19][CH:18]=[C:17]([CH2:21]Cl)[CH:16]=1.[CH:24]1([CH2:30][NH2:31])[CH2:29][CH2:28][CH2:27][CH2:26][CH2:25]1.[I-].[Na+]. Product: [Cl:1][C:2]1[CH:3]=[C:4]2[C:8](=[CH:9][CH:10]=1)[NH:7][CH:6]=[C:5]2[CH2:11][CH2:12][NH:13][C:14](=[O:23])[C:15]1[CH:20]=[CH:19][CH:18]=[C:17]([CH2:21][NH:31][CH2:30][CH:24]2[CH2:29][CH2:28][CH2:27][CH2:26][CH2:25]2)[CH:16]=1. (10) Reactant: [C:1]([O:5][C:6]([N:8]1[CH2:13][CH2:12][N:11]([CH2:14][C:15]2[N:20]=[C:19]3[N:21]=[C:22]([C:24]4[CH:29]=[CH:28][CH:27]=[C:26]([N+:30]([O-])=O)[CH:25]=4)[O:23][C:18]3=[CH:17][CH:16]=2)[CH2:10][CH2:9]1)=[O:7])([CH3:4])([CH3:3])[CH3:2].O.O.[SH-].[Na+]. Product: [C:1]([O:5][C:6]([N:8]1[CH2:13][CH2:12][N:11]([CH2:14][C:15]2[N:20]=[C:19]3[N:21]=[C:22]([C:24]4[CH:29]=[CH:28][CH:27]=[C:26]([NH2:30])[CH:25]=4)[O:23][C:18]3=[CH:17][CH:16]=2)[CH2:10][CH2:9]1)=[O:7])([CH3:4])([CH3:2])[CH3:3]. The catalyst class is: 5.